This data is from Catalyst prediction with 721,799 reactions and 888 catalyst types from USPTO. The task is: Predict which catalyst facilitates the given reaction. (1) Reactant: [OH-].[Na+].[CH3:3][C@@H:4]1[CH2:9][N:8]([C:10]2[O:11][C:12]3[C:17]([C:18](=[O:20])[CH:19]=2)=[CH:16][C:15]([C:21]([O:23]C)=[O:22])=[CH:14][C:13]=3[CH:25]2[CH2:29][CH2:28][CH2:27][N:26]2[C:30]2[CH:35]=[CH:34][CH:33]=[CH:32][CH:31]=2)[CH2:7][CH2:6][O:5]1.O. Product: [CH3:3][C@@H:4]1[CH2:9][N:8]([C:10]2[O:11][C:12]3[C:17]([C:18](=[O:20])[CH:19]=2)=[CH:16][C:15]([C:21]([OH:23])=[O:22])=[CH:14][C:13]=3[CH:25]2[CH2:29][CH2:28][CH2:27][N:26]2[C:30]2[CH:35]=[CH:34][CH:33]=[CH:32][CH:31]=2)[CH2:7][CH2:6][O:5]1. The catalyst class is: 5. (2) Reactant: [CH2:1]([NH:3][C:4](=[O:21])[C@H:5]([NH:9][C:10](=[O:20])[C:11]1[CH:16]=[CH:15][C:14]([C:17]#[CH:18])=[CH:13][C:12]=1[OH:19])[C@@H:6](O)[CH3:7])[CH3:2].O=S(Cl)Cl. Product: [CH2:1]([NH:3][C:4]([C@H:5]1[C@@H:6]([CH3:7])[O:20][C:10]([C:11]2[CH:16]=[CH:15][C:14]([C:17]#[CH:18])=[CH:13][C:12]=2[OH:19])=[N:9]1)=[O:21])[CH3:2]. The catalyst class is: 366. (3) Reactant: C([O:3][C:4]([C:6]1[N:7]=[C:8]([CH:11]2[CH2:16][CH2:15][N:14]([C:17](=[O:29])[CH2:18][N:19]3[C:23]([CH3:24])=[CH:22][C:21]([C:25]([F:28])([F:27])[F:26])=[N:20]3)[CH2:13][CH2:12]2)[S:9][CH:10]=1)=[O:5])C.[OH-].[Na+].Cl. Product: [CH3:24][C:23]1[N:19]([CH2:18][C:17]([N:14]2[CH2:15][CH2:16][CH:11]([C:8]3[S:9][CH:10]=[C:6]([C:4]([OH:5])=[O:3])[N:7]=3)[CH2:12][CH2:13]2)=[O:29])[N:20]=[C:21]([C:25]([F:28])([F:26])[F:27])[CH:22]=1. The catalyst class is: 5.